Task: Predict which catalyst facilitates the given reaction.. Dataset: Catalyst prediction with 721,799 reactions and 888 catalyst types from USPTO (1) Product: [NH2:34][C:30]1([C:27]2[CH:26]=[CH:25][C:24]([C:22]3[N:23]=[C:18]4[CH:17]=[CH:16][C:15]([C:14]5[C:9]([OH:8])=[N:10][CH:11]=[CH:12][CH:13]=5)=[CH:20][N:19]4[C:21]=3[C:35]3[CH:40]=[CH:39][CH:38]=[CH:37][CH:36]=3)=[CH:29][CH:28]=2)[CH2:33][CH2:32][CH2:31]1. Reactant: C([O:8][C:9]1[C:14]([C:15]2[CH:16]=[CH:17][C:18]3[N:19]([C:21]([C:35]4[CH:40]=[CH:39][CH:38]=[CH:37][CH:36]=4)=[C:22]([C:24]4[CH:29]=[CH:28][C:27]([C:30]5([NH2:34])[CH2:33][CH2:32][CH2:31]5)=[CH:26][CH:25]=4)[N:23]=3)[CH:20]=2)=[CH:13][CH:12]=[CH:11][N:10]=1)C1C=CC=CC=1. The catalyst class is: 14. (2) Reactant: [F:1][C:2]1[CH:7]=[CH:6][C:5]([C:8]2[O:12][N:11]=[C:10]([C:13]([O:15]CC)=[O:14])[N:9]=2)=[CH:4][CH:3]=1.[Li+].[OH-]. Product: [F:1][C:2]1[CH:7]=[CH:6][C:5]([C:8]2[O:12][N:11]=[C:10]([C:13]([OH:15])=[O:14])[N:9]=2)=[CH:4][CH:3]=1. The catalyst class is: 87. (3) Reactant: [F:1][C:2]([F:26])([F:25])[C:3]1[CH:8]=[CH:7][CH:6]=[CH:5][C:4]=1[C:9]([NH:11][C:12]1[CH:13]=[C:14]([C:21]([O:23]C)=[O:22])[C:15]2[N:19]=[CH:18][NH:17][C:16]=2[CH:20]=1)=[O:10].[OH-].[Na+]. Product: [F:26][C:2]([F:1])([F:25])[C:3]1[CH:8]=[CH:7][CH:6]=[CH:5][C:4]=1[C:9]([NH:11][C:12]1[CH:13]=[C:14]([C:21]([OH:23])=[O:22])[C:15]2[N:19]=[CH:18][NH:17][C:16]=2[CH:20]=1)=[O:10]. The catalyst class is: 5. (4) Reactant: Cl[C:2]1[N:7]=[CH:6][N:5]=[C:4]([NH:8][C:9]2[CH:14]=[CH:13][C:12]([N:15]3[CH2:20][CH2:19][N:18]([CH:21]4[CH2:24][O:23][CH2:22]4)[CH2:17][CH2:16]3)=[CH:11][CH:10]=2)[N:3]=1.CC1(C)C(C)(C)OB([C:33]2[CH:34]=[C:35]([CH:38]=[CH:39][CH:40]=2)[C:36]#[N:37])O1.C(=O)([O-])[O-].[Na+].[Na+].O1CCOCC1. Product: [O:23]1[CH2:24][CH:21]([N:18]2[CH2:19][CH2:20][N:15]([C:12]3[CH:13]=[CH:14][C:9]([NH:8][C:4]4[N:5]=[CH:6][N:7]=[C:2]([C:33]5[CH:34]=[C:35]([CH:38]=[CH:39][CH:40]=5)[C:36]#[N:37])[N:3]=4)=[CH:10][CH:11]=3)[CH2:16][CH2:17]2)[CH2:22]1. The catalyst class is: 103.